This data is from Experimentally validated miRNA-target interactions with 360,000+ pairs, plus equal number of negative samples. The task is: Binary Classification. Given a miRNA mature sequence and a target amino acid sequence, predict their likelihood of interaction. (1) The miRNA is hsa-miR-605-3p with sequence AGAAGGCACUAUGAGAUUUAGA. The protein sequence of the target gene is MATPLAVNSAASLWGPYKDIWHKVGNALWRRQPEAVHLLDKILKKHKPDFISLFKNPPKNVQQHEKVQKASTEGVAIQGQQGTRLLPEQLIKEAFILSDLFDIGELAAVELLLAGEHQQPHFPGLTRGLVAVLLYWDGKRCIANSLKALIQSRRGKTWTLELSPELASMTTRFTDELMEQGLTYKVLTLVSQIDVNNEFEKLQRERGLGSEKHRKEVSDLIKECRQSLAESLFAWACQSPLGKEDTLLLIGHLERVTVEANGSLDAVNLALLMALLYCFDISFIEQSTEERDDMIHQLPL.... Result: 1 (interaction). (2) The miRNA is hsa-miR-573 with sequence CUGAAGUGAUGUGUAACUGAUCAG. The protein sequence of the target gene is MATPEASGSGEKVEGSEPSVTYYRLEEVAKRNSAEETWMVIHGRVYDITRFLSEHPGGEEVLLEQAGADATESFEDVGHSPDAREMLKQYYIGDVHPSDLKPKGDDKDPSKNNSCQSSWAYWFVPIVGAILIGFLYRHFWADSKSS. Result: 0 (no interaction). (3) The miRNA is hsa-miR-4640-5p with sequence UGGGCCAGGGAGCAGCUGGUGGG. The protein sequence of the target gene is MELLSTPHSIEINNITCDSFRISWAMEDSDLERVTHYFIDLNKKENKNSNKFKHRDVPTKLVAKAVPLPMTVRGHWFLSPRTEYSVAVQTAVKQSDGEYLVSGWSETVEFCTGDYAKEHLAQLQEKAEQIAGRMLRFSVFYRNHHKEYFQHARTHCGNMLQPYLKDNSGSHGSPTSGMLHGVFFSCNTEFNTGQPPQDSPYGRWRFQIPAQRLFNPSTNLYFADFYCMYTAYHYAILVLAPKGSLGDRFCRDRLPLLDIACNKFLTCSVEDGELVFRHAQDLILEIIYTEPVDLSLGTLG.... Result: 1 (interaction). (4) The miRNA is bta-miR-155 with sequence UUAAUGCUAAUCGUGAUAGGGGU. The protein sequence of the target gene is MSSKGSVVLAYSGGLDTSCILVWLKEQGYDVIAYLANIGQKEDFEEARKKALKLGAKKVFIEDVSKEFVEEFIWPAVQSSALYEDRYLLGTSLARPCIARRQVEIAQREGAKYVSHGATGKGNDQVRFELTCYSLAPQIKVIAPWRMPEFYNRFKGRNDLMEYAKQHGIPIPVTPKSPWSMDENLMHISYEAGILENPKNQAPPGLYTKTQDPAKAPNSPDVLEIEFKKGVPVKVTNIKDGTTRTTSLELFMYLNEVAGKHGVGRIDIVENRFIGMKSRGIYETPAGTILYHAHLDIEAF.... Result: 0 (no interaction). (5) The miRNA is cel-miR-787-3p with sequence UAAGCUCGUUUUAGUAUCUUUCG. The protein sequence of the target gene is MAPKGGSKQQSEEDLLLQDFSRNLSAKSSALFFGNAFIVSAIPIWLYWRIWHMDLIQSAVLYSVMTLVSTYLVAFAYKNVKFVLKHKVAQKREDAVSKEVTRKLSEADNRKMSRKEKDERILWKKNEVADYEATTFSIFYNNTLFLVLVIVASFFILKNFNPTVNYILSISASSGLIALLSTGSK. Result: 0 (no interaction). (6) The miRNA is hsa-miR-6783-3p with sequence UUCCUGGGCUUCUCCUCUGUAG. The protein sequence of the target gene is MPLLLLLPLLWAGALAMDPNFWLQVQESVTVQEGLCVLVPCTFFHPIPYYDKNSPVHGYWFREGAIISRDSPVATNKLDQEVQEETQGRFRLLGDPSRNNCSLSIVDARRRDNGSYFFRMERGSTKYSYKSPQLSVHVTDLTHRPKILIPGTLEPGHSKNLTCSVSWACEQGTPPIFSWLSAAPTSLGPRTTHSSVLIITPRPQDHGTNLTCQVKFAGAGVTTERTIQLNVTYVPQNPTTGIFPGDGSGKQETRAGVVHGAIGGAGVTALLALCLCLIFFIVKTHRRKAARTAVGRNDTH.... Result: 0 (no interaction). (7) Result: 1 (interaction). The miRNA is hsa-miR-1185-2-3p with sequence AUAUACAGGGGGAGACUCUCAU. The protein sequence of the target gene is MAQQQTGSRKRKAPAVEAGAGSSSSQGLAAADGEGPLLPKKQKRPATRRRLVHYLKGREVGARGPAGLQGFEGELRGYAVQRLPELLTERQLDLGTLNKVFASQWLNARQVVCGTKCNTLFVVDVQSGHITRIPLMRDKEAGLAQAHQGCGIHAIELNPSKTLLATGGENPNSLAIYQLPTLDPLCLGDRHGHKDWIFAVAWLSDTVAVSGSRDGTVALWRMDPDMFNGSIAWHSEVGLPVYAHIRPRDVEAIPRASTNPSNRKVRALAFSGKNQELGAVSLDGYFHLWKARSTLSRLLS....